This data is from Reaction yield outcomes from USPTO patents with 853,638 reactions. The task is: Predict the reaction yield, written as a fraction of the theoretical maximum amount of product (1.0 means a 100% yield; for example, 0.34 means a 34% yield). (1) The reactants are [BH4-].[Na+].[CH2:3]([CH:6]1[CH2:7][CH2:8][C:9]2[S:13][CH:12]=[CH:11][C:10]=2/[C:14]/1=[N:15]\[OH:16])[CH2:4][CH3:5]. The catalyst is COCCOC.[Ti](Cl)(Cl)(Cl)Cl. The product is [OH-:16].[NH4+:15].[CH2:3]([C@@H:6]1[C@H:14]([NH2:15])[C:10]2[CH:11]=[CH:12][S:13][C:9]=2[CH2:8][CH2:7]1)[CH2:4][CH3:5]. The yield is 0.00500. (2) The reactants are [CH3:1][C:2]1[O:6][N:5]=[C:4]([C:7]2[CH:12]=[CH:11][CH:10]=[CH:9][CH:8]=2)[C:3]=1[CH2:13][O:14][C:15]1[CH:23]=[CH:22][C:18]([C:19]([OH:21])=O)=[CH:17][N:16]=1.[NH2:24][CH:25]([CH3:28])[CH2:26][OH:27]. No catalyst specified. The product is [OH:27][CH2:26][CH:25]([NH:24][C:19](=[O:21])[C:18]1[CH:22]=[CH:23][C:15]([O:14][CH2:13][C:3]2[C:4]([C:7]3[CH:8]=[CH:9][CH:10]=[CH:11][CH:12]=3)=[N:5][O:6][C:2]=2[CH3:1])=[N:16][CH:17]=1)[CH3:28]. The yield is 0.890. (3) The yield is 0.278. The reactants are Cl.FC1C=C(C=CC=1)CN1C=C(C2C3C(=NC=C(C4C=CC(C5CCNCC5)=CC=4)C=3)N(S(C3C=CC(C)=CC=3)(=O)=O)C=2)C=N1.[F:46][C:47]1[CH:48]=[C:49]([CH:91]=[CH:92][CH:93]=1)[CH2:50][N:51]1[CH:55]=[C:54]([C:56]2[C:64]3[C:59](=[N:60][CH:61]=[C:62]([C:65]4[CH:66]=[CH:67][C:68]([N:71]5[CH2:76][CH2:75][N:74]([CH2:77][C:78]([NH2:80])=[O:79])[CH2:73][CH2:72]5)=[N:69][CH:70]=4)[CH:63]=3)[N:58](S(C3C=CC(C)=CC=3)(=O)=O)[CH:57]=2)[CH:53]=[N:52]1.[OH-].[Li+]. The product is [F:46][C:47]1[CH:48]=[C:49]([CH:91]=[CH:92][CH:93]=1)[CH2:50][N:51]1[CH:55]=[C:54]([C:56]2[C:64]3[C:59](=[N:60][CH:61]=[C:62]([C:65]4[CH:66]=[CH:67][C:68]([N:71]5[CH2:72][CH2:73][N:74]([CH2:77][C:78]([NH2:80])=[O:79])[CH2:75][CH2:76]5)=[N:69][CH:70]=4)[CH:63]=3)[NH:58][CH:57]=2)[CH:53]=[N:52]1. The catalyst is C1COCC1.CO.O. (4) The reactants are [CH3:1][C:2]1[CH:3]=[C:4]([Mg]Br)[CH:5]=[CH:6][CH:7]=1.[N:10]12[CH2:17][CH2:16][C:13]([C:18]([O:20]CC)=O)([CH2:14][CH2:15]1)[CH2:12][CH2:11]2. The catalyst is C1COCC1. The product is [N:10]12[CH2:11][CH2:12][C:13]([C:18]([C:6]3[CH:5]=[CH:4][CH:3]=[C:2]([CH3:1])[CH:7]=3)([C:6]3[CH:5]=[CH:4][CH:3]=[C:2]([CH3:1])[CH:7]=3)[OH:20])([CH2:14][CH2:15]1)[CH2:16][CH2:17]2. The yield is 0.694. (5) The reactants are [CH3:1][C:2]([O:5][C:6]([NH:8][CH2:9][C@H:10]1[CH2:14][CH2:13][N:12]([CH2:15][CH:16]([C:21]2[C:22]([F:33])=[CH:23][CH:24]=[C:25]3[C:30]=2[N:29]=[C:28]([O:31][CH3:32])[CH:27]=[CH:26]3)[C:17](OC)=[O:18])[CH2:11]1)=[O:7])([CH3:4])[CH3:3].[H-].[Al+3].[Li+].[H-].[H-].[H-].O.[OH-].[Na+]. The catalyst is O1CCCC1. The product is [F:33][C:22]1[C:21]([CH:16]([CH2:17][OH:18])[CH2:15][N:12]2[CH2:13][CH2:14][C@H:10]([CH2:9][NH:8][C:6](=[O:7])[O:5][C:2]([CH3:1])([CH3:3])[CH3:4])[CH2:11]2)=[C:30]2[C:25]([CH:26]=[CH:27][C:28]([O:31][CH3:32])=[N:29]2)=[CH:24][CH:23]=1. The yield is 0.780.